Task: Predict the reactants needed to synthesize the given product.. Dataset: Full USPTO retrosynthesis dataset with 1.9M reactions from patents (1976-2016) Given the product [CH2:4]([O:11][C:12]1[CH:13]=[C:14]([C:19]2([OH:24])[CH2:23][CH2:22][CH2:21][CH2:20]2)[CH:15]=[CH:16][CH:17]=1)[C:5]1[CH:10]=[CH:9][CH:8]=[CH:7][CH:6]=1, predict the reactants needed to synthesize it. The reactants are: [Mg].II.[CH2:4]([O:11][C:12]1[CH:17]=[CH:16][CH:15]=[C:14](Br)[CH:13]=1)[C:5]1[CH:10]=[CH:9][CH:8]=[CH:7][CH:6]=1.[C:19]1(=[O:24])[CH2:23][CH2:22][CH2:21][CH2:20]1.[Cl-].N.